Dataset: Retrosynthesis with 50K atom-mapped reactions and 10 reaction types from USPTO. Task: Predict the reactants needed to synthesize the given product. (1) Given the product CCOC(=O)c1cc2cc(C(=O)N3CCN(C4CCCC4)CC3)ccc2[nH]1, predict the reactants needed to synthesize it. The reactants are: C1CCC(N2CCNCC2)C1.CCOC(=O)c1cc2cc(C(=O)O)ccc2[nH]1. (2) Given the product CCOP(=O)(Cc1ccc([N+](=O)[O-])c(OC)c1Cl)OCC, predict the reactants needed to synthesize it. The reactants are: CCOP(OCC)OCC.COc1c([N+](=O)[O-])ccc(CBr)c1Cl. (3) Given the product Clc1ccc2c(c1Nc1ncnc3cccc(Oc4ccccc4)c13)OCO2, predict the reactants needed to synthesize it. The reactants are: Fc1cccc2ncnc(Nc3c(Cl)ccc4c3OCO4)c12.Oc1ccccc1. (4) Given the product Cc1cc(Oc2ccc(S(C)(=O)=O)cc2)ccc1-n1c(C)nc2c(C(F)(F)F)cccc21, predict the reactants needed to synthesize it. The reactants are: CS(=O)(=O)c1ccc(F)cc1.Cc1cc(O)ccc1-n1c(C)nc2c(C(F)(F)F)cccc21. (5) Given the product COc1c(Cl)cc(NC(=O)OC(C)(C)C)cc1Cl, predict the reactants needed to synthesize it. The reactants are: CC(C)(C)OC(=O)OC(=O)OC(C)(C)C.COc1c(Cl)cc(N)cc1Cl. (6) Given the product Cc1ccc2c(c1)C1CCCC1C(=O)N2, predict the reactants needed to synthesize it. The reactants are: Cc1ccc2[nH]c(=O)c3c(c2c1)CCC3. (7) Given the product COc1cccc(OCCO)c1, predict the reactants needed to synthesize it. The reactants are: COc1cccc(OCC(=O)O)c1. (8) The reactants are: COc1ccccc1B(O)O.O=S1(=O)NC(C2CCCCC2)=Nc2c(Cl)ccc(I)c21. Given the product COc1ccccc1-c1ccc(Cl)c2c1S(=O)(=O)NC(C1CCCCC1)=N2, predict the reactants needed to synthesize it. (9) Given the product O=C(N1CCc2c(ccc3c2CCC[C@@H]3O)C1)C(F)(F)F, predict the reactants needed to synthesize it. The reactants are: O=C1CCCc2c1ccc1c2CCN(C(=O)C(F)(F)F)C1. (10) Given the product CC(C)(C)OC(=O)NCCN(C(=O)OC(C)(C)C)[C@@H](CC(=O)OCc1ccccc1)C(=O)OC(C)(C)C, predict the reactants needed to synthesize it. The reactants are: CC(C)(C)OC(=O)NCCN[C@@H](CC(=O)OCc1ccccc1)C(=O)OC(C)(C)C.CC(C)(C)OC(=O)OC(=O)OC(C)(C)C.